From a dataset of Full USPTO retrosynthesis dataset with 1.9M reactions from patents (1976-2016). Predict the reactants needed to synthesize the given product. (1) The reactants are: O[O:2][S:3]([O-:5])=O.[K+].[CH:7]1([CH2:10][N:11]2[C:17](=[O:18])[C@H:16]([NH:19][C:20](=[O:26])[O:21][C:22]([CH3:25])([CH3:24])[CH3:23])[CH2:15]S[C@@H:13]([C:27]3[CH:32]=[CH:31][CH:30]=[CH:29][CH:28]=3)[CH2:12]2)[CH2:9][CH2:8]1. Given the product [CH:7]1([CH2:10][N:11]2[C:17](=[O:18])[C@H:16]([NH:19][C:20](=[O:26])[O:21][C:22]([CH3:24])([CH3:25])[CH3:23])[CH2:15][S:3](=[O:5])(=[O:2])[C@@H:13]([C:27]3[CH:32]=[CH:31][CH:30]=[CH:29][CH:28]=3)[CH2:12]2)[CH2:8][CH2:9]1, predict the reactants needed to synthesize it. (2) The reactants are: CC1(C)C(C)(C)OB(/[CH:9]=[CH:10]/[C:11]2[CH:23]=[CH:22][C:14]([CH2:15][N:16]3[CH2:21][CH2:20][O:19][CH2:18][CH2:17]3)=[CH:13][CH:12]=2)O1.Cl[C:26]1[N:27]=[CH:28][C:29]2[CH:30]=[CH:31][C:32]3[C:41]4[C:40](=[O:42])[NH:39][CH2:38][CH2:37][CH2:36][C:35]=4[NH:34][C:33]=3[C:43]=2[CH:44]=1. Given the product [N:16]1([CH2:15][C:14]2[CH:13]=[CH:12][C:11](/[CH:10]=[CH:9]/[C:26]3[N:27]=[CH:28][C:29]4[CH:30]=[CH:31][C:32]5[C:41]6[C:40](=[O:42])[NH:39][CH2:38][CH2:37][CH2:36][C:35]=6[NH:34][C:33]=5[C:43]=4[CH:44]=3)=[CH:23][CH:22]=2)[CH2:17][CH2:18][O:19][CH2:20][CH2:21]1, predict the reactants needed to synthesize it. (3) The reactants are: C([O-])([O-])=O.[K+].[K+].[CH3:7][O:8][CH:9]([O:13][CH3:14])[CH2:10][NH:11][CH3:12].CC1OCCC1.Cl[C:22]([O:24][CH2:25][C:26]1[CH:31]=[CH:30][CH:29]=[CH:28][CH:27]=1)=[O:23].Cl. Given the product [CH2:25]([O:24][C:22](=[O:23])[N:11]([CH2:10][CH:9]([O:13][CH3:14])[O:8][CH3:7])[CH3:12])[C:26]1[CH:31]=[CH:30][CH:29]=[CH:28][CH:27]=1, predict the reactants needed to synthesize it. (4) Given the product [CH3:15][S:25]([C:3]1[N:7]=[C:6]([CH:8]2[CH2:9][CH2:10][CH2:11][CH2:12][CH2:13]2)[S:5][N:4]=1)(=[O:28])=[O:26], predict the reactants needed to synthesize it. The reactants are: CS[C:3]1[N:7]=[C:6]([CH:8]2[CH2:13][CH2:12][CH2:11][CH2:10][CH2:9]2)[S:5][N:4]=1.Cl[C:15]1C=C(C=CC=1)C(OO)=O.[S:25]([O-:28])(O)=[O:26].[Na+].